From a dataset of Forward reaction prediction with 1.9M reactions from USPTO patents (1976-2016). Predict the product of the given reaction. (1) Given the reactants [F:1][C:2]([F:16])([F:15])[C:3]1[CH:4]=[C:5]([N+:12]([O-:14])=[O:13])[CH:6]=[C:7]([CH:11]=1)[C:8]([OH:10])=[O:9].[CH3:17]O, predict the reaction product. The product is: [CH3:17][O:9][C:8](=[O:10])[C:7]1[CH:11]=[C:3]([C:2]([F:15])([F:16])[F:1])[CH:4]=[C:5]([N+:12]([O-:14])=[O:13])[CH:6]=1. (2) Given the reactants [OH:1][C:2]1[C:10]([CH2:11]/[CH:12]=[C:13](\[CH3:45])/[CH2:14][CH2:15][C:16]([NH:18][CH2:19][CH2:20][NH:21][C:22](=[O:44])[CH2:23][CH2:24]/[CH:25]=[CH:26]\[CH2:27]/[CH:28]=[CH:29]\[CH2:30]/[CH:31]=[CH:32]\[CH2:33]/[CH:34]=[CH:35]\[CH2:36]/[CH:37]=[CH:38]\[CH2:39]/[CH:40]=[CH:41]\CC)=[O:17])=[C:9]([O:46][CH3:47])[C:8]([CH3:48])=[C:7]2[C:3]=1[C:4](=[O:49])[O:5][CH2:6]2.C(O)(=O)CCC/C=C\C/C=C\C/C=C\C/C=C\C/C=C\CC, predict the reaction product. The product is: [OH:1][C:2]1[C:10]([CH2:11]/[CH:12]=[C:13](\[CH3:45])/[CH2:14][CH2:15][C:16]([NH:18][CH2:19][CH2:20][NH:21][C:22](=[O:44])[CH2:23][CH2:24][CH2:25]/[CH:26]=[CH:27]\[CH2:28]/[CH:29]=[CH:30]\[CH2:31]/[CH:32]=[CH:33]\[CH2:34]/[CH:35]=[CH:36]\[CH2:37]/[CH:38]=[CH:39]\[CH2:40][CH3:41])=[O:17])=[C:9]([O:46][CH3:47])[C:8]([CH3:48])=[C:7]2[C:3]=1[C:4](=[O:49])[O:5][CH2:6]2. (3) Given the reactants Cl.Cl.[NH:3]1[CH2:8][CH2:7][CH:6]([NH:9][C:10]([NH:12][C:13]2[N:14]=[C:15]3[CH:21]=[CH:20][N:19]([CH2:22][O:23][CH2:24][CH2:25][Si:26]([CH3:29])([CH3:28])[CH3:27])[C:16]3=[N:17][CH:18]=2)=[O:11])[CH2:5][CH2:4]1.C(N(CC)C(C)C)(C)C.[CH3:39][S:40](Cl)(=[O:42])=[O:41], predict the reaction product. The product is: [CH3:39][S:40]([N:3]1[CH2:8][CH2:7][CH:6]([NH:9][C:10]([NH:12][C:13]2[N:14]=[C:15]3[CH:21]=[CH:20][N:19]([CH2:22][O:23][CH2:24][CH2:25][Si:26]([CH3:29])([CH3:28])[CH3:27])[C:16]3=[N:17][CH:18]=2)=[O:11])[CH2:5][CH2:4]1)(=[O:42])=[O:41]. (4) The product is: [CH2:1]([O:3][C:4](=[O:31])[C:5]([O:8][C:9]1[CH:14]=[CH:13][C:12]([O:15][CH2:16][CH2:17][C:18]2[N:19]=[C:20]([C:24]3[CH:29]=[CH:28][C:27]([C:34]4[CH:35]=[CH:36][CH:37]=[CH:38][C:33]=4[F:32])=[CH:26][CH:25]=3)[O:21][C:22]=2[CH3:23])=[CH:11][CH:10]=1)([CH3:7])[CH3:6])[CH3:2]. Given the reactants [CH2:1]([O:3][C:4](=[O:31])[C:5]([O:8][C:9]1[CH:14]=[CH:13][C:12]([O:15][CH2:16][CH2:17][C:18]2[N:19]=[C:20]([C:24]3[CH:29]=[CH:28][C:27](Br)=[CH:26][CH:25]=3)[O:21][C:22]=2[CH3:23])=[CH:11][CH:10]=1)([CH3:7])[CH3:6])[CH3:2].[F:32][C:33]1[CH:38]=[CH:37][CH:36]=[CH:35][C:34]=1B(O)O.[F-].[K+].C1(P(C2CCCCC2)C2C=CC=CC=2C2C=CC=CC=2)CCCCC1, predict the reaction product.